This data is from Peptide-MHC class I binding affinity with 185,985 pairs from IEDB/IMGT. The task is: Regression. Given a peptide amino acid sequence and an MHC pseudo amino acid sequence, predict their binding affinity value. This is MHC class I binding data. (1) The peptide sequence is DSMGQGDAY. The MHC is HLA-B51:01 with pseudo-sequence HLA-B51:01. The binding affinity (normalized) is 0.0847. (2) The peptide sequence is YRRKLTNPA. The MHC is HLA-B51:01 with pseudo-sequence HLA-B51:01. The binding affinity (normalized) is 0.0847. (3) The peptide sequence is IVAALVFLI. The MHC is HLA-A68:02 with pseudo-sequence HLA-A68:02. The binding affinity (normalized) is 1.00. (4) The peptide sequence is ADIEPKFDRL. The MHC is Mamu-B8701 with pseudo-sequence Mamu-B8701. The binding affinity (normalized) is 1.00. (5) The peptide sequence is GAMRAVVPI. The MHC is H-2-Kb with pseudo-sequence H-2-Kb. The binding affinity (normalized) is 0.0853.